This data is from Blood-brain barrier permeability classification from the B3DB database. The task is: Regression/Classification. Given a drug SMILES string, predict its absorption, distribution, metabolism, or excretion properties. Task type varies by dataset: regression for continuous measurements (e.g., permeability, clearance, half-life) or binary classification for categorical outcomes (e.g., BBB penetration, CYP inhibition). Dataset: b3db_classification. (1) The molecule is CCOC[C@]1(CN)[C@@H](S(C)(=O)=O)[C@@H]1c1ccc2c(c1)OCO2. The result is 0 (does not penetrate BBB). (2) The compound is C=CC1CN2CCC1CC2[C@@H](O)c1ccnc2ccc(OC)cc12. The result is 0 (does not penetrate BBB). (3) The compound is COc1ccc([C@@H]2[C@@H](S(=O)(=O)c3ccccc3)[C@@]2(CO)C(=O)O)cc1. The result is 0 (does not penetrate BBB). (4) The compound is C[C@@H](O[C@H]1OCCN(Cc2n[nH]c(=O)[nH]2)[C@H]1c1ccc(F)cc1)c1cc(C(F)(F)F)cc(C(F)(F)F)c1. The result is 1 (penetrates BBB). (5) The molecule is CN1CC[C@]23c4c5ccc(OC6O[C@H](C(=O)O)[C@@H](O)[C@H](O)[C@H]6O)c4O[C@H]2[C@@H](O)C=C[C@H]3[C@H]1C5. The result is 0 (does not penetrate BBB). (6) The drug is CCC(=O)C1(c2cccc(O)c2)CCN(C)CC1. The result is 1 (penetrates BBB). (7) The compound is O=C1[C@H]2C3CCC(C3)[C@@H]2C(=O)N1CCCCN1CCN(c2ncccn2)CC1. The result is 1 (penetrates BBB). (8) The molecule is C=CCC1(CC(C)C)C(=O)NC(=O)NC1=O. The result is 1 (penetrates BBB). (9) The drug is CC(=O)N1CCN(C(=O)Cc2ccc(Cl)c(Cl)c2)[C@@H](CN2CCCC2)C1. The result is 1 (penetrates BBB).